This data is from Full USPTO retrosynthesis dataset with 1.9M reactions from patents (1976-2016). The task is: Predict the reactants needed to synthesize the given product. Given the product [Br:1][C:2]1[S:3][C:4]([CH3:12])=[CH:5][C:6]=1[C:7]([OH:9])=[O:8], predict the reactants needed to synthesize it. The reactants are: [Br:1][C:2]1[S:3][C:4]([CH3:12])=[CH:5][C:6]=1[C:7]([O:9]CC)=[O:8].O[Li].O.Cl.